Dataset: Forward reaction prediction with 1.9M reactions from USPTO patents (1976-2016). Task: Predict the product of the given reaction. (1) Given the reactants Br[C:2]1[CH:3]=[N:4][CH:5]=[CH:6][C:7]=1[O:8][CH2:9][CH3:10].[NH2:11][C:12]1[CH:26]=[CH:25][C:15]([C:16]([C:18]2[CH:23]=[CH:22][CH:21]=[CH:20][C:19]=2[CH3:24])=[O:17])=[C:14]([Cl:27])[CH:13]=1.C(O[Na])(C)(C)C, predict the reaction product. The product is: [Cl:27][C:14]1[CH:13]=[C:12]([NH:11][C:2]2[CH:3]=[N:4][CH:5]=[CH:6][C:7]=2[O:8][CH2:9][CH3:10])[CH:26]=[CH:25][C:15]=1[C:16]([C:18]1[CH:23]=[CH:22][CH:21]=[CH:20][C:19]=1[CH3:24])=[O:17]. (2) Given the reactants [CH3:1][N:2]([CH3:29])[C:3]([C:5]1[C:17]([CH2:18][CH2:19][CH:20](O)[C:21]2[CH:26]=[CH:25][CH:24]=[CH:23][CH:22]=2)=[C:16]([OH:28])[C:8]2[N:9]=[C:10]([CH3:15])[N:11]([CH2:12][O:13][CH3:14])[C:7]=2[CH:6]=1)=[O:4].[OH-].[Na+], predict the reaction product. The product is: [CH3:1][N:2]([CH3:29])[C:3]([C:5]1[C:17]2[CH2:18][CH2:19][CH:20]([C:21]3[CH:26]=[CH:25][CH:24]=[CH:23][CH:22]=3)[O:28][C:16]=2[C:8]2[N:9]=[C:10]([CH3:15])[N:11]([CH2:12][O:13][CH3:14])[C:7]=2[CH:6]=1)=[O:4]. (3) Given the reactants [CH2:1]([O:3][C:4](=[O:8])[C:5](Cl)=[O:6])[CH3:2].N1C=CC=CC=1.[CH:15]([Si:18]([CH:27]([CH3:29])[CH3:28])([CH:24]([CH3:26])[CH3:25])[N:19]1[CH:23]=[CH:22][CH:21]=[CH:20]1)([CH3:17])[CH3:16].C([O-])(O)=O.[Na+], predict the reaction product. The product is: [CH2:1]([O:3][C:4](=[O:8])[C:5](=[O:6])[C:21]1[CH:22]=[CH:23][N:19]([Si:18]([CH:24]([CH3:26])[CH3:25])([CH:27]([CH3:29])[CH3:28])[CH:15]([CH3:16])[CH3:17])[CH:20]=1)[CH3:2]. (4) Given the reactants [NH2:1][C@@H:2]([CH2:6][CH3:7])[C:3]([NH2:5])=[O:4].Cl.N.C(O)(C)C.O[C:15]1[O:19][C:18](=O)[CH2:17][C:16]=1[CH2:21][CH2:22][CH3:23], predict the reaction product. The product is: [O:19]=[C:18]1[CH2:17][C@@H:16]([CH2:21][CH2:22][CH3:23])[CH2:15][N:1]1[C@@H:2]([CH2:6][CH3:7])[C:3]([NH2:5])=[O:4]. (5) The product is: [Br:1][C:2]1[CH:3]=[C:4]([CH:12]2[C:21]3[C:16](=[C:17]4[CH:24]=[CH:23][N:22]([CH3:25])[C:18]4=[CH:19][CH:20]=3)[O:15][CH:14]([O:26][CH3:27])[CH2:13]2)[CH:5]=[C:6]([O:10][CH3:11])[C:7]=1[O:8][CH3:9]. Given the reactants [Br:1][C:2]1[CH:3]=[C:4]([CH:12]2[C:21]3[C:16](=[C:17]4[CH:24]=[CH:23][N:22]([CH3:25])[C:18]4=[CH:19][CH:20]=3)[O:15][CH:14]([OH:26])[CH2:13]2)[CH:5]=[C:6]([O:10][CH3:11])[C:7]=1[O:8][CH3:9].[C:27](Cl)(=O)C.C(=O)(O)[O-].[Na+], predict the reaction product.